Dataset: Forward reaction prediction with 1.9M reactions from USPTO patents (1976-2016). Task: Predict the product of the given reaction. Given the reactants CC(C)([O-])C.[K+].[N+:7]([C:10]1[S:14][C:13]([C:15]([NH2:17])=[O:16])=[CH:12][CH:11]=1)([O-:9])=[O:8].Cl[CH2:19][C:20]([O:22][CH2:23][CH3:24])=[O:21], predict the reaction product. The product is: [C:15]([C:13]1[S:14][C:10]([N+:7]([O-:9])=[O:8])=[C:11]([CH2:19][C:20]([O:22][CH2:23][CH3:24])=[O:21])[CH:12]=1)(=[O:16])[NH2:17].